This data is from Choline transporter screen with 302,306 compounds. The task is: Binary Classification. Given a drug SMILES string, predict its activity (active/inactive) in a high-throughput screening assay against a specified biological target. The molecule is FC(F)(F)c1cc([N+]([O-])=O)c(NC(C(OCC(=O)c2c(cc(cc2C)C)C)=O)C)cc1. The result is 0 (inactive).